Dataset: Forward reaction prediction with 1.9M reactions from USPTO patents (1976-2016). Task: Predict the product of the given reaction. Given the reactants [F:1][C:2]1([F:16])[CH2:5][CH:4]([C:6]([O:8][CH2:9][C:10]2[CH:15]=[CH:14][CH:13]=[CH:12][CH:11]=2)=[O:7])[CH2:3]1.[CH2:17](I)[CH3:18].C[Si]([N-][Si](C)(C)C)(C)C.[K+], predict the reaction product. The product is: [CH2:17]([C:4]1([C:6]([O:8][CH2:9][C:10]2[CH:15]=[CH:14][CH:13]=[CH:12][CH:11]=2)=[O:7])[CH2:3][C:2]([F:16])([F:1])[CH2:5]1)[CH3:18].